Task: Predict which catalyst facilitates the given reaction.. Dataset: Catalyst prediction with 721,799 reactions and 888 catalyst types from USPTO (1) Reactant: [CH2:1]([O:3][C:4]1[CH:8]=[C:7]([C:9]([O:11]C)=[O:10])[N:6]([CH3:13])[N:5]=1)[CH3:2].[OH-].[Na+]. Product: [CH2:1]([O:3][C:4]1[CH:8]=[C:7]([C:9]([OH:11])=[O:10])[N:6]([CH3:13])[N:5]=1)[CH3:2]. The catalyst class is: 5. (2) Reactant: [C:1]1([C:18]2[CH:23]=[CH:22][CH:21]=[CH:20][CH:19]=2)[CH:6]=[CH:5][C:4]([C@@:7]2([O:16][CH3:17])[CH2:11][NH:10][C@H:9]([C:12]([O:14][CH3:15])=[O:13])[CH2:8]2)=[CH:3][CH:2]=1.[C:24]([O:28][C:29]([NH:31][C@@H:32]([CH2:36][N:37]([CH2:50][CH2:51][CH2:52][CH:53]=[CH2:54])[S:38]([C:41]1[CH:46]=[CH:45][CH:44]=[CH:43][C:42]=1[N+:47]([O-:49])=[O:48])(=[O:40])=[O:39])[C:33](O)=[O:34])=[O:30])([CH3:27])([CH3:26])[CH3:25].CCN(C(C)C)C(C)C.CN(C(ON1N=NC2C=CC=NC1=2)=[N+](C)C)C.F[P-](F)(F)(F)(F)F. Product: [C:1]1([C:18]2[CH:23]=[CH:22][CH:21]=[CH:20][CH:19]=2)[CH:2]=[CH:3][C:4]([C@@:7]2([O:16][CH3:17])[CH2:11][N:10]([C:33](=[O:34])[C@@H:32]([NH:31][C:29]([O:28][C:24]([CH3:27])([CH3:26])[CH3:25])=[O:30])[CH2:36][N:37]([CH2:50][CH2:51][CH2:52][CH:53]=[CH2:54])[S:38]([C:41]3[CH:46]=[CH:45][CH:44]=[CH:43][C:42]=3[N+:47]([O-:49])=[O:48])(=[O:40])=[O:39])[C@H:9]([C:12]([O:14][CH3:15])=[O:13])[CH2:8]2)=[CH:5][CH:6]=1. The catalyst class is: 2. (3) Reactant: [NH2:1][C:2]1[N:7]=[C:6](Cl)[N:5]=[C:4]([Cl:9])[N:3]=1.CCN(C(C)C)C(C)C.[NH2:19][C:20]1[CH:25]=[CH:24][C:23]([C:26]([N:28]2[CH2:33][CH2:32][O:31][CH2:30][CH2:29]2)=[O:27])=[CH:22][CH:21]=1. Product: [NH2:1][C:2]1[N:3]=[C:4]([Cl:9])[N:5]=[C:6]([NH:19][C:20]2[CH:21]=[CH:22][C:23]([C:26]([N:28]3[CH2:29][CH2:30][O:31][CH2:32][CH2:33]3)=[O:27])=[CH:24][CH:25]=2)[N:7]=1. The catalyst class is: 39. (4) Reactant: C(=O)([O-])[O-].[Na+].[Na+].[CH2:7]([CH2:10]OC)OC.Br[C:14]1[CH:15]=[CH:16][C:17]2[N:18]([N:20]=[C:21]([C:34]3[CH:39]=[CH:38][CH:37]=[CH:36][CH:35]=3)[C:22]=2[CH2:23][C:24]2[N:29]=[C:28]([C:30]([O:32][CH3:33])=[O:31])[CH:27]=[CH:26][CH:25]=2)[CH:19]=1. Product: [C:34]1([C:21]2[C:22]([CH2:23][C:24]3[N:29]=[C:28]([C:30]([O:32][CH3:33])=[O:31])[CH:27]=[CH:26][CH:25]=3)=[C:17]3[CH:16]=[CH:15][C:14]([CH:7]=[CH2:10])=[CH:19][N:18]3[N:20]=2)[CH:39]=[CH:38][CH:37]=[CH:36][CH:35]=1. The catalyst class is: 189. (5) Reactant: [C:1]1([CH2:7][C:8]([O:10][CH2:11][CH3:12])=[O:9])[CH:6]=[CH:5][CH:4]=[CH:3][CH:2]=1.[Li+].[CH3:14]C([N-]C(C)C)C.CI.CN1C(=O)N(C)CCC1. Product: [CH2:11]([O:10][C:8](=[O:9])[CH:7]([C:1]1[CH:6]=[CH:5][CH:4]=[CH:3][CH:2]=1)[CH3:14])[CH3:12]. The catalyst class is: 20.